Predict which catalyst facilitates the given reaction. From a dataset of Catalyst prediction with 721,799 reactions and 888 catalyst types from USPTO. (1) Reactant: [NH2:1][C@@H:2]1[C:16](=[O:17])[N:15]2[CH2:18][C@H:19]([O:21][C:22]3[C:31]4[C:26](=[CH:27][C:28]([O:33][CH3:34])=[C:29]([F:32])[CH:30]=4)[CH:25]=[CH:24][N:23]=3)[CH2:20][C@H:14]2[C:13](=[O:35])[NH:12][C@:11]2([C:37]([NH:39][S:40]([C:43]3([CH3:46])[CH2:45][CH2:44]3)(=[O:42])=[O:41])=[O:38])[CH2:36][C@H:10]2[CH:9]=[CH:8][CH2:7][CH2:6][C@@H:5]([CH3:47])[O:4][C@H:3]1[CH3:48].C(O)(C(F)(F)F)=O.[C:56](=O)([O:64][C:65]([CH3:71])([CH3:70])[C:66]([F:69])([F:68])[F:67])[O:57]C1C=CC=CN=1.C(N(C(C)C)C(C)C)C. Product: [F:32][C:29]1[CH:30]=[C:31]2[C:26]([CH:25]=[CH:24][N:23]=[C:22]2[O:21][C@H:19]2[CH2:18][N:15]3[C:16](=[O:17])[C@@H:2]([NH:1][C:56](=[O:57])[O:64][C:65]([CH3:71])([CH3:70])[C:66]([F:69])([F:68])[F:67])[C@H:3]([CH3:48])[O:4][C@H:5]([CH3:47])[CH2:6][CH2:7][CH:8]=[CH:9][C@@H:10]4[CH2:36][C@@:11]4([C:37](=[O:38])[NH:39][S:40]([C:43]4([CH3:46])[CH2:44][CH2:45]4)(=[O:41])=[O:42])[NH:12][C:13](=[O:35])[C@@H:14]3[CH2:20]2)=[CH:27][C:28]=1[O:33][CH3:34]. The catalyst class is: 2. (2) Reactant: [Cl:1][C:2]1[N:9]=[CH:8][C:7]([C:10]2[CH:15]=[CH:14][CH:13]=[CH:12][CH:11]=2)=[CH:6][C:3]=1[CH:4]=[O:5].C1N2CCN(CC2)C1.[C:24](#[N:27])[CH:25]=[CH2:26]. Product: [Cl:1][C:2]1[C:3]([CH:4]([OH:5])[C:25](=[CH2:26])[C:24]#[N:27])=[CH:6][C:7]([C:10]2[CH:11]=[CH:12][CH:13]=[CH:14][CH:15]=2)=[CH:8][N:9]=1. The catalyst class is: 27. (3) Product: [CH2:1]([O:8][C:9]([N:11]1[CH2:16][C@H:15]([O:17][CH2:18][C:19]2[CH:20]=[CH:21][C:22]3[O:27][CH2:26][CH2:25][N:24]([CH2:28][CH2:29][CH2:30][O:31][CH3:32])[C:23]=3[CH:33]=2)[C@@H:14]([C:34]2[CH:39]=[CH:38][C:37]([O:40][CH3:41])=[CH:36][CH:35]=2)[CH2:13][C@H:12]1[CH2:42][CH2:43][NH2:44])=[O:10])[C:2]1[CH:7]=[CH:6][CH:5]=[CH:4][CH:3]=1. Reactant: [CH2:1]([O:8][C:9]([N:11]1[CH2:16][C@H:15]([O:17][CH2:18][C:19]2[CH:20]=[CH:21][C:22]3[O:27][CH2:26][CH2:25][N:24]([CH2:28][CH2:29][CH2:30][O:31][CH3:32])[C:23]=3[CH:33]=2)[C@@H:14]([C:34]2[CH:39]=[CH:38][C:37]([O:40][CH3:41])=[CH:36][CH:35]=2)[CH2:13][C@H:12]1[CH2:42][CH2:43][N:44]=[N+]=[N-])=[O:10])[C:2]1[CH:7]=[CH:6][CH:5]=[CH:4][CH:3]=1.C1(P(C2C=CC=CC=2)C2C=CC=CC=2)C=CC=CC=1. The catalyst class is: 30. (4) Product: [Cl:1][C:2]1[CH:3]=[C:4]([F:11])[C:5]([CH2:8][OH:9])=[N:6][CH:7]=1. The catalyst class is: 30. Reactant: [Cl:1][C:2]1[CH:3]=[C:4]([F:11])[C:5]([C:8](O)=[O:9])=[N:6][CH:7]=1.ClC(OCC(C)C)=O.C(N(CC)CC)C.[BH4-].[Na+].Cl. (5) Reactant: [NH2:1][C@H:2]1[CH2:6][C@@H:5]([C:7]([OH:9])=[O:8])[CH:4]=[CH:3]1.S(Cl)(Cl)=O.[CH3:14][C:15]1N([C@H]2C[C@@H](C(OC)=O)C=C2)[C:17]([CH3:20])=[CH:18][CH:19]=1.CO[C:32]([C@@H:34]1C[C@H](N)C=[CH:35]1)=O.CC(=O)CC(=O)C.CCN(C(C)C)C(C)C.ICCC.C[Si]([N-][Si](C)(C)C)(C)C.[Li+]. Product: [CH3:14][C:15]1[N:1]([C@H:2]2[CH2:6][C@@:5]([CH:34]([CH3:35])[CH3:32])([C:7]([OH:9])=[O:8])[CH:4]=[CH:3]2)[C:17]([CH3:20])=[CH:18][CH:19]=1. The catalyst class is: 5. (6) Reactant: [Br:1][C:2]1[C:3]([CH3:9])=[CH:4][C:5](Cl)=[N:6][CH:7]=1.[CH3:10][S-:11].[Na+]. The catalyst class is: 12. Product: [Br:1][C:2]1[C:3]([CH3:9])=[CH:4][C:5]([S:11][CH3:10])=[N:6][CH:7]=1. (7) Reactant: [H-].[Na+].[CH3:3][CH:4]1[CH2:9][CH2:8][N:7]([C:10]([C:12]2[CH:20]=[CH:19][C:18]3[NH:17][C:16]4[CH2:21][CH2:22][N:23]([C:25]([O:27][C:28]([CH3:31])([CH3:30])[CH3:29])=[O:26])[CH2:24][C:15]=4[C:14]=3[CH:13]=2)=[O:11])[CH2:6][CH2:5]1.[CH3:32]I. Product: [CH3:32][N:17]1[C:18]2[CH:19]=[CH:20][C:12]([C:10]([N:7]3[CH2:8][CH2:9][CH:4]([CH3:3])[CH2:5][CH2:6]3)=[O:11])=[CH:13][C:14]=2[C:15]2[CH2:24][N:23]([C:25]([O:27][C:28]([CH3:30])([CH3:29])[CH3:31])=[O:26])[CH2:22][CH2:21][C:16]1=2. The catalyst class is: 3. (8) Reactant: [CH3:1]N(C)C(=O)C.[CH:7]1([C:13]2[CH:44]=[CH:43][C:16]([CH2:17][NH:18][C:19]3[CH:24]=[CH:23][C:22]([C:25]4[N:26]=[C:27]([N:30]([CH2:32][C:33]5[CH:42]=[CH:41][C:36]([C:37]([O:39][CH3:40])=[O:38])=[CH:35][CH:34]=5)[CH3:31])[S:28][CH:29]=4)=[CH:21][CH:20]=3)=[CH:15][CH:14]=2)[CH2:12][CH2:11][CH2:10][CH2:9][CH2:8]1.C(=O)([O-])[O-].[K+].[K+].S(OC)(OC)(=O)=O. Product: [CH:7]1([C:13]2[CH:44]=[CH:43][C:16]([CH2:17][N:18]([C:19]3[CH:24]=[CH:23][C:22]([C:25]4[N:26]=[C:27]([N:30]([CH2:32][C:33]5[CH:34]=[CH:35][C:36]([C:37]([O:39][CH3:40])=[O:38])=[CH:41][CH:42]=5)[CH3:31])[S:28][CH:29]=4)=[CH:21][CH:20]=3)[CH3:1])=[CH:15][CH:14]=2)[CH2:12][CH2:11][CH2:10][CH2:9][CH2:8]1. The catalyst class is: 81. (9) Reactant: [Cl:1][C:2]1[C:3]([CH2:8][NH:9][C:10]([C@H:12]2[CH2:17][N:16]3[C:18](=[O:23])[O:19][C:20]([CH3:22])([CH3:21])[C@@H:15]3[CH2:14][CH2:13]2)=O)=[N:4][CH:5]=[CH:6][N:7]=1.O=P(Cl)(Cl)Cl.C([O-])(O)=O.[Na+]. Product: [Cl:1][C:2]1[C:3]2[N:4]([C:10]([C@H:12]3[CH2:17][N:16]4[C:18](=[O:23])[O:19][C:20]([CH3:22])([CH3:21])[C@@H:15]4[CH2:14][CH2:13]3)=[N:9][CH:8]=2)[CH:5]=[CH:6][N:7]=1. The catalyst class is: 705. (10) Reactant: [Br:1][C:2]1[CH:7]=[CH:6][C:5]([C:8]2([NH2:11])[CH2:10][CH2:9]2)=[CH:4][CH:3]=1.[CH3:12][C:13]([O:16][C:17](O[C:17]([O:16][C:13]([CH3:15])([CH3:14])[CH3:12])=[O:18])=[O:18])([CH3:15])[CH3:14]. The catalyst class is: 11. Product: [Br:1][C:2]1[CH:3]=[CH:4][C:5]([C:8]2([NH:11][C:17](=[O:18])[O:16][C:13]([CH3:15])([CH3:14])[CH3:12])[CH2:9][CH2:10]2)=[CH:6][CH:7]=1.